From a dataset of Catalyst prediction with 721,799 reactions and 888 catalyst types from USPTO. Predict which catalyst facilitates the given reaction. (1) Reactant: N[C:2]1[NH:3][C:4](=[O:20])[C:5]2[N:6]([CH2:11][C:12]3[CH:17]=[CH:16][CH:15]=[CH:14][C:13]=3[C:18]#[N:19])[CH:7]=[N:8][C:9]=2[N:10]=1.N([O-])=[O:22].[Na+].O.Cl. Product: [C:18]([C:13]1[CH:14]=[CH:15][CH:16]=[CH:17][C:12]=1[CH2:11][N:6]1[C:5]2[C:4](=[O:20])[NH:3][C:2](=[O:22])[NH:10][C:9]=2[N:8]=[CH:7]1)#[N:19]. The catalyst class is: 15. (2) Reactant: [Br:1][C:2]1[CH:3]=[C:4]([CH:12](Br)Br)[C:5]([C:8](OC)=[O:9])=[N:6][CH:7]=1.O.[NH2:16][NH2:17]. Product: [Br:1][C:2]1[CH:7]=[N:6][C:5]2[C:8](=[O:9])[NH:16][N:17]=[CH:12][C:4]=2[CH:3]=1. The catalyst class is: 14. (3) Reactant: C([NH:9][C:10]1[N:18]=[CH:17][N:16]=[C:15]2[C:11]=1[N:12]=[CH:13][N:14]2[C:19]([C@@H:21]([C@H:31]([CH2:44][OH:45])[O:32][CH2:33][P:34]([O:40][CH:41]([CH3:43])[CH3:42])([O:36][CH:37]([CH3:39])[CH3:38])=[O:35])[O:22]C(=O)C1C=CC=CC=1)=[O:20])(=O)C1C=CC=CC=1.N. Product: [N:18]1[C:10]([NH2:9])=[C:11]2[C:15]([N:14]([C:19]([C@@H:21]([C@H:31]([CH2:44][OH:45])[O:32][CH2:33][P:34]([O:40][CH:41]([CH3:43])[CH3:42])([O:36][CH:37]([CH3:39])[CH3:38])=[O:35])[OH:22])=[O:20])[CH:13]=[N:12]2)=[N:16][CH:17]=1. The catalyst class is: 5. (4) Reactant: [CH3:1][O:2][C:3](=[O:11])[C:4]1[CH:9]=[C:8]([OH:10])[CH:7]=[N:6][CH:5]=1.[H-].[Na+].[CH2:14](Br)[C:15]1[CH:20]=[CH:19][CH:18]=[CH:17][CH:16]=1. Product: [CH3:1][O:2][C:3](=[O:11])[C:4]1[CH:9]=[C:8]([O:10][CH2:14][C:15]2[CH:20]=[CH:19][CH:18]=[CH:17][CH:16]=2)[CH:7]=[N:6][CH:5]=1. The catalyst class is: 18. (5) Reactant: [NH2:1][C@H:2]1[CH2:7][CH2:6][C@H:5]([C:8](O)=O)[CH2:4][CH2:3]1.[CH:11]1[CH:16]=[CH:15][C:14]([CH2:17]Br)=[CH:13][CH:12]=1.[C:19]([O-:22])([O-])=O.[K+].[K+].[OH2:25]. Product: [CH2:17]([N:1]([CH2:17][C:14]1[CH:15]=[CH:16][CH:11]=[CH:12][CH:13]=1)[C@H:2]1[CH2:7][CH2:6][C@H:5]([C:8]([O:22][CH2:19][C:2]2[CH:7]=[CH:6][CH:5]=[CH:4][CH:3]=2)=[O:25])[CH2:4][CH2:3]1)[C:14]1[CH:15]=[CH:16][CH:11]=[CH:12][CH:13]=1. The catalyst class is: 3.